Dataset: Full USPTO retrosynthesis dataset with 1.9M reactions from patents (1976-2016). Task: Predict the reactants needed to synthesize the given product. (1) Given the product [OH:31][C:29]1[C:28]2[C:23](=[C:24]([NH2:33])[CH:25]=[C:26]([CH3:32])[CH:27]=2)[N:22]=[C:21]([C:19]([OH:20])=[O:18])[CH:30]=1, predict the reactants needed to synthesize it. The reactants are: COC(C1C=C(O)C2C(=C(N)C=CC=2)N=1)=O.C[O:18][C:19]([C:21]1[CH:30]=[C:29]([OH:31])[C:28]2[C:23](=[C:24]([NH2:33])[CH:25]=[C:26]([CH3:32])[CH:27]=2)[N:22]=1)=[O:20]. (2) Given the product [CH:82]1([NH:87][C:2]2[N:7]3[N:8]=[C:9]([C:23]4[O:24][CH:25]=[CH:26][C:27]=4[CH3:28])[C:10]([C:11]4[CH:16]=[CH:15][N:14]=[C:13]([NH:17][CH:18]5[CH2:22][CH2:21][CH2:20][CH2:19]5)[N:12]=4)=[C:6]3[CH:5]=[CH:4][CH:3]=2)[CH2:86][CH2:85][CH2:84][CH2:83]1, predict the reactants needed to synthesize it. The reactants are: Cl[C:2]1[N:7]2[N:8]=[C:9]([C:23]3[O:24][CH:25]=[CH:26][C:27]=3[CH3:28])[C:10]([C:11]3[CH:16]=[CH:15][N:14]=[C:13]([NH:17][CH:18]4[CH2:22][CH2:21][CH2:20][CH2:19]4)[N:12]=3)=[C:6]2[CH:5]=[CH:4][CH:3]=1.C1(P(C2C=CC=CC=2)C2C=CC3C(=CC=CC=3)C=2C2C3C(=CC=CC=3)C=CC=2P(C2C=CC=CC=2)C2C=CC=CC=2)C=CC=CC=1.C(=O)([O-])[O-].[Cs+].[Cs+].O.[CH:82]1([NH2:87])[CH2:86][CH2:85][CH2:84][CH2:83]1. (3) Given the product [CH2:1]([C@@H:5]1[N:10]([CH2:11][C:12]2[CH:16]=[C:15]([C:17]3[CH:18]=[CH:19][C:20]([O:42][CH3:33])=[CH:21][CH:22]=3)[O:14][N:13]=2)[CH2:9][C@H:8]([CH2:23][CH:24]([CH3:26])[CH3:25])[NH:7][C:6]1=[O:27])[CH:2]([CH3:4])[CH3:3], predict the reactants needed to synthesize it. The reactants are: [CH2:1]([C@@H:5]1[N:10]([CH2:11][C:12]2[CH:16]=[C:15]([C:17]3[CH:22]=[CH:21][CH:20]=[CH:19][CH:18]=3)[O:14][N:13]=2)[CH2:9][C@H:8]([CH2:23][CH:24]([CH3:26])[CH3:25])[NH:7][C:6]1=[O:27])[CH:2]([CH3:4])[CH3:3].C([C@@H]1NC[C@H](CC(C)C)N[C:33]1=[O:42])C(C)C.COC1C=CC(C2ON=C(C=O)C=2)=CC=1. (4) Given the product [CH2:21]([N:1]1[C:5]2[CH:6]=[CH:7][CH:8]=[CH:9][C:4]=2[N:3]=[N:2]1)[C:22]1[CH:27]=[CH:26][CH:25]=[CH:24][CH:23]=1, predict the reactants needed to synthesize it. The reactants are: [NH:1]1[C:5]2[CH:6]=[CH:7][CH:8]=[CH:9][C:4]=2[N:3]=[N:2]1.CC([O-])(C)C.[K+].C1COCC1.[CH2:21](Br)[C:22]1[CH:27]=[CH:26][CH:25]=[CH:24][CH:23]=1. (5) Given the product [CH2:12]([N:9]1[CH2:10][CH2:11][CH:6]([N:5]2[CH2:4][C:3]3[C:2](=[C:22]([O:37][CH3:38])[CH:21]=[CH:20][CH:19]=3)[NH:1][C:25]2=[O:26])[CH2:7][CH2:8]1)[C:13]1[CH:18]=[CH:17][CH:16]=[CH:15][CH:14]=1, predict the reactants needed to synthesize it. The reactants are: [NH2:1][C:2]1[CH:22]=[CH:21][CH:20]=[C:19](OC)[C:3]=1[CH2:4][NH:5][CH:6]1[CH2:11][CH2:10][N:9]([CH2:12][C:13]2[CH:18]=[CH:17][CH:16]=[CH:15][CH:14]=2)[CH2:8][CH2:7]1.[C:25](C1NC=CN=1)(C1NC=CN=1)=[O:26].[O:37]1CCC[CH2:38]1. (6) The reactants are: [CH:1]1([CH2:4][O:5][C:6]2[CH:11]=[CH:10][C:9]([CH3:12])=[CH:8][C:7]=2[C:13]2[C:14]3[N:21]([CH2:22][O:23][CH2:24][CH2:25][Si:26]([CH3:29])([CH3:28])[CH3:27])[C:20]([CH3:30])=[C:19]([C:31]([OH:33])=O)[C:15]=3[N:16]=[CH:17][N:18]=2)[CH2:3][CH2:2]1.[NH2:34][C@@H:35]1[CH2:40][CH2:39][C@H:38]([NH:41][C:42](=[O:48])[O:43][C:44]([CH3:47])([CH3:46])[CH3:45])[CH2:37][CH2:36]1. Given the product [CH:1]1([CH2:4][O:5][C:6]2[CH:11]=[CH:10][C:9]([CH3:12])=[CH:8][C:7]=2[C:13]2[C:14]3[N:21]([CH2:22][O:23][CH2:24][CH2:25][Si:26]([CH3:29])([CH3:27])[CH3:28])[C:20]([CH3:30])=[C:19]([C:31]([NH:34][C@@H:35]4[CH2:40][CH2:39][C@H:38]([NH:41][C:42](=[O:48])[O:43][C:44]([CH3:46])([CH3:45])[CH3:47])[CH2:37][CH2:36]4)=[O:33])[C:15]=3[N:16]=[CH:17][N:18]=2)[CH2:3][CH2:2]1, predict the reactants needed to synthesize it.